The task is: Predict which catalyst facilitates the given reaction.. This data is from Catalyst prediction with 721,799 reactions and 888 catalyst types from USPTO. (1) Reactant: [NH2:1][C:2]1[CH:7]=[C:6]([N+:8]([O-:10])=[O:9])[CH:5]=[CH:4][C:3]=1[CH3:11].[N+:12]([O-:15])([OH:14])=[O:13].[N:16]#[C:17][NH2:18]. Product: [N+:12]([O-:15])([OH:14])=[O:13].[CH3:11][C:3]1[CH:4]=[CH:5][C:6]([N+:8]([O-:10])=[O:9])=[CH:7][C:2]=1[NH:1][C:17]([NH2:18])=[NH:16]. The catalyst class is: 40. (2) Reactant: [Cl:1][C:2]1[CH:38]=[CH:37][C:5]([CH2:6][C@H:7]([C:15]([N:17]2[CH2:22][CH2:21][CH:20]([N:23]([CH:31]3[CH2:36][CH2:35][CH2:34][CH2:33][CH2:32]3)[C:24]([N:26]([CH2:29][CH3:30])[CH2:27][CH3:28])=[O:25])[CH2:19][CH2:18]2)=[O:16])[NH:8][CH:9]2[CH2:14][CH2:13][O:12][CH2:11][CH2:10]2)=[CH:4][CH:3]=1.Cl. Product: [ClH:1].[Cl:1][C:2]1[CH:38]=[CH:37][C:5]([CH2:6][C@H:7]([C:15]([N:17]2[CH2:18][CH2:19][CH:20]([N:23]([CH:31]3[CH2:32][CH2:33][CH2:34][CH2:35][CH2:36]3)[C:24]([N:26]([CH2:27][CH3:28])[CH2:29][CH3:30])=[O:25])[CH2:21][CH2:22]2)=[O:16])[NH:8][CH:9]2[CH2:14][CH2:13][O:12][CH2:11][CH2:10]2)=[CH:4][CH:3]=1. The catalyst class is: 27. (3) Reactant: [Cl:1][C:2]1[C:3]([O:21][CH2:22][CH2:23][N:24]2[CH2:29][CH2:28][O:27][CH2:26][CH2:25]2)=[CH:4][CH:5]=[C:6]2[C:11]=1[N:10]=[C:9]([C:12]1[S:13][CH:14]=[C:15]([CH:17]([CH3:19])[CH3:18])[N:16]=1)[CH:8]=[C:7]2O.O=P(Cl)(Cl)[Cl:32]. Product: [Cl:32][C:7]1[C:6]2[C:11](=[C:2]([Cl:1])[C:3]([O:21][CH2:22][CH2:23][N:24]3[CH2:29][CH2:28][O:27][CH2:26][CH2:25]3)=[CH:4][CH:5]=2)[N:10]=[C:9]([C:12]2[S:13][CH:14]=[C:15]([CH:17]([CH3:19])[CH3:18])[N:16]=2)[CH:8]=1. The catalyst class is: 12. (4) Product: [F:5][C:6]1[CH:14]=[CH:13][CH:12]=[C:11]2[C:7]=1[CH2:8][CH:9]([CH3:15])[NH:10]2. The catalyst class is: 15. Reactant: C([BH3-])#N.[Na+].[F:5][C:6]1[CH:14]=[CH:13][CH:12]=[C:11]2[C:7]=1[CH:8]=[C:9]([CH3:15])[NH:10]2.O.N. (5) Reactant: [CH3:1][O:2][C:3](=[O:23])[C:4]([NH:10][C:11]1[CH:16]=[C:15]([C:17]([O:19][CH3:20])=[O:18])[CH:14]=[CH:13][C:12]=1[O:21][CH3:22])=[CH:5][C:6]([O:8]C)=O. Product: [CH3:1][O:2][C:3]([C:4]1[NH:10][C:11]2[C:12]([O:21][CH3:22])=[CH:13][CH:14]=[C:15]([C:17]([O:19][CH3:20])=[O:18])[C:16]=2[C:6](=[O:8])[CH:5]=1)=[O:23]. The catalyst class is: 736. (6) The catalyst class is: 5. Reactant: C[O-].[Na+:3].[CH:4]1[C:9]([Cl:10])=[C:8]([S:11]([NH2:14])(=[O:13])=[O:12])[CH:7]=[C:6]2[S:15]([NH:18][CH:19]=[N:20][C:5]=12)(=[O:17])=[O:16]. Product: [CH:4]1[C:9]([Cl:10])=[C:8]([S:11]([NH2:14])(=[O:12])=[O:13])[CH:7]=[C:6]2[S:15]([N-:18][CH:19]=[N:20][C:5]=12)(=[O:17])=[O:16].[Na+:3]. (7) Reactant: [F:1][C:2]1[CH:7]=[CH:6][C:5]([C:8]2[N:12]=[N:11][N:10]([CH3:13])[C:9]=2[CH2:14][OH:15])=[CH:4][CH:3]=1.O[C:17]1[N:22]=[CH:21][C:20]2[C:23](=[O:29])[N:24]([CH:26]([CH3:28])[CH3:27])[CH2:25][C:19]=2[CH:18]=1.C1(P(C2C=CC=CC=2)C2C=CC=CC=2)C=CC=CC=1.N(C(OCC)=O)=NC(OCC)=O. Product: [F:1][C:2]1[CH:3]=[CH:4][C:5]([C:8]2[N:12]=[N:11][N:10]([CH3:13])[C:9]=2[CH2:14][O:15][C:17]2[N:22]=[CH:21][C:20]3[C:23](=[O:29])[N:24]([CH:26]([CH3:27])[CH3:28])[CH2:25][C:19]=3[CH:18]=2)=[CH:6][CH:7]=1. The catalyst class is: 1. (8) Reactant: [F:1][C:2]1[CH:7]=[C:6]([C:8]2[CH:16]=[C:15]3[C:11]([C:12]([C:17]4[NH:18][C:19]5[CH2:24][CH2:23][NH:22][CH2:21][C:20]=5[N:25]=4)=[N:13][NH:14]3)=[CH:10][CH:9]=2)[C:5]([CH2:26][C:27]([F:30])([F:29])[F:28])=[CH:4][C:3]=1[OH:31].CC([O-])=O.[K+].[F:37][C:38]1[CH:45]=[CH:44][C:41]([CH:42]=O)=[CH:40][CH:39]=1.C(O[BH-](OC(=O)C)OC(=O)C)(=O)C.[Na+]. Product: [F:1][C:2]1[CH:7]=[C:6]([C:8]2[CH:16]=[C:15]3[C:11]([C:12]([C:17]4[NH:18][C:19]5[CH2:24][CH2:23][N:22]([CH2:42][C:41]6[CH:44]=[CH:45][C:38]([F:37])=[CH:39][CH:40]=6)[CH2:21][C:20]=5[N:25]=4)=[N:13][NH:14]3)=[CH:10][CH:9]=2)[C:5]([CH2:26][C:27]([F:28])([F:29])[F:30])=[CH:4][C:3]=1[OH:31]. The catalyst class is: 5. (9) Reactant: CC1C=CN2C3C4NC(=O)C(C)=CC=C[C@H](C)[C@H](O)[C@@H](C)[C@@H](O)[C@@H](C)[C@H](OC(C)=O)[C@H](C)[C@@H](OC)C=CO[C@]5(C)C(=O)C6=C(O5)C(C)=C(O)C(=C6C=3N=C2C=1)C=4O.[NH2:58][C@H:59]([C:70]([OH:72])=[O:71])[CH2:60][C:61]1[C:69]2[C:64](=[CH:65][CH:66]=[CH:67][CH:68]=2)[NH:63][CH:62]=1.CC1C=CN2C3C4NC(=O)C(C)=CC=C[C@H](C)[C@H](O)[C@@H](C)[C@@H](O)[C@@H](C)[C@H](OC(C)=O)[C@H](C)[C@@H](OC)C=CO[C@]5(C)C(=O)C6=C(O5)C(C)=C(O)C(=C6C=3N=C2C=1)C=4O. The catalyst class is: 40. Product: [NH2:58][C@H:59]([C:70]([OH:72])=[O:71])[CH2:60][C:61]1[C:69]2[C:64](=[CH:65][CH:66]=[CH:67][CH:68]=2)[NH:63][CH:62]=1. (10) Product: [Cl:1][C:2]1[CH:9]=[CH:8][C:5]([CH:6]2[N:14]([CH2:13][CH:10]3[CH2:12][CH2:11]3)[CH:16]=[N:15][C:17]2([C:22]2[CH:27]=[CH:26][CH:25]=[CH:24][CH:23]=2)[C:18]([O:20][CH3:21])=[O:19])=[CH:4][CH:3]=1. The catalyst class is: 4. Reactant: [Cl:1][C:2]1[CH:9]=[CH:8][C:5]([CH:6]=O)=[CH:4][CH:3]=1.[CH:10]1([CH2:13][NH2:14])[CH2:12][CH2:11]1.[N+:15]([CH:17]([C:22]1[CH:27]=[CH:26][CH:25]=[CH:24][CH:23]=1)[C:18]([O:20][CH3:21])=[O:19])#[C-:16].